Dataset: Reaction yield outcomes from USPTO patents with 853,638 reactions. Task: Predict the reaction yield, written as a fraction of the theoretical maximum amount of product (1.0 means a 100% yield; for example, 0.34 means a 34% yield). (1) The reactants are CC1(C)C2C(=C(P(C3C=CC=CC=3)C3C=CC=CC=3)C=CC=2)OC2C(P(C3C=CC=CC=3)C3C=CC=CC=3)=CC=CC1=2.[F:43][C:44]1[CH:53]=[C:52]2[C:47]([CH:48]=[C:49]([NH2:54])[N:50]=[CH:51]2)=[CH:46][CH:45]=1.Cl[C:56]1[CH:61]=[C:60]([CH2:62][N:63]2[CH2:67][CH2:66][CH2:65][CH2:64]2)[CH:59]=[CH:58][N:57]=1.C([O-])([O-])=O.[Cs+].[Cs+]. The catalyst is C1(C)C=CC=CC=1.C1C=CC(/C=C/C(/C=C/C2C=CC=CC=2)=O)=CC=1.C1C=CC(/C=C/C(/C=C/C2C=CC=CC=2)=O)=CC=1.C1C=CC(/C=C/C(/C=C/C2C=CC=CC=2)=O)=CC=1.[Pd].[Pd].C1COCC1. The yield is 0.318. The product is [F:43][C:44]1[CH:53]=[C:52]2[C:47]([CH:48]=[C:49]([NH:54][C:58]3[CH:59]=[C:60]([CH2:62][N:63]4[CH2:64][CH2:65][CH2:66][CH2:67]4)[CH:61]=[CH:56][N:57]=3)[N:50]=[CH:51]2)=[CH:46][CH:45]=1. (2) The reactants are [CH:1]1([C:6]([NH:8][C:9]2[CH:14]=[CH:13][CH:12]=[C:11]([C:15]3[C:23]4[C:18](=[CH:19][CH:20]=[C:21]([C:24]5[N:28]=[CH:27][N:26](C(C6C=CC=CC=6)(C6C=CC=CC=6)C6C=CC=CC=6)[N:25]=5)[CH:22]=4)[N:17](C4CCCCO4)[N:16]=3)[CH:10]=2)=[O:7])[CH2:5][CH2:4][CH2:3][CH2:2]1. The catalyst is Cl.O1CCOCC1. The product is [NH:26]1[CH:27]=[N:28][C:24]([C:21]2[CH:22]=[C:23]3[C:18](=[CH:19][CH:20]=2)[NH:17][N:16]=[C:15]3[C:11]2[CH:10]=[C:9]([NH:8][C:6]([CH:1]3[CH2:2][CH2:3][CH2:4][CH2:5]3)=[O:7])[CH:14]=[CH:13][CH:12]=2)=[N:25]1. The yield is 0.460. (3) The product is [Br:9][C:10]1[CH:19]=[C:18]2[C:13]([CH:14]=[CH:15][CH:16]=[C:17]2[O:4][CH3:1])=[CH:12][CH:11]=1. The catalyst is CC(C)=O. The yield is 0.880. The reactants are [C:1](=[O:4])([O-])[O-].[K+].[K+].CI.[Br:9][C:10]1[CH:19]=[C:18]2[C:13]([CH:14]=[CH:15][CH:16]=[C:17]2O)=[CH:12][CH:11]=1. (4) The reactants are C1(C)C=CC(S(Cl)(=O)=[O:8])=CC=1.C(N(CC)CC)C.CN(C1C=CC=CN=1)C.[CH2:28]([CH:35]1[C:44]2[C:39](=[CH:40][CH:41]=[C:42]([O:45][CH3:46])[CH:43]=2)[CH2:38][CH2:37][C:36]1=[N:47]O)[C:29]1[CH:34]=[CH:33][CH:32]=[CH:31][CH:30]=1. The catalyst is ClCCl. The product is [CH2:28]([CH:35]1[C:44]2[CH:43]=[C:42]([O:45][CH3:46])[CH:41]=[CH:40][C:39]=2[CH2:38][CH2:37][C:36](=[O:8])[NH:47]1)[C:29]1[CH:34]=[CH:33][CH:32]=[CH:31][CH:30]=1.[CH2:28]([CH:35]1[C:44]2[CH:43]=[C:42]([O:45][CH3:46])[CH:41]=[CH:40][C:39]=2[CH2:38][CH2:37][NH:47][C:36]1=[O:8])[C:29]1[CH:34]=[CH:33][CH:32]=[CH:31][CH:30]=1. The yield is 0.670. (5) The reactants are [Cl-:1].[Mn+2:2].[Cl-].[CH2:4]([N:6]1[CH2:19][CH2:18][CH2:17][NH:16][CH2:15][CH2:14][N:13]([CH2:20][CH3:21])[CH2:12][CH2:11][CH2:10][NH:9][CH2:8][CH2:7]1)[CH3:5]. The catalyst is CC(N(C)C)=O. The product is [Cl-:1].[Cl-:1].[Mn+2:2].[CH2:4]([N:6]1[CH2:19][CH2:18][CH2:17][NH:16][CH2:15][CH2:14][N:13]([CH2:20][CH3:21])[CH2:12][CH2:11][CH2:10][NH:9][CH2:8][CH2:7]1)[CH3:5]. The yield is 0.970. (6) The reactants are [N+:1]([CH2:4][CH2:5][O:6][CH:7]1[CH2:12][CH2:11][CH2:10][CH2:9][O:8]1)([O-:3])=O.[C:13]([O:17][C:18]([N:20]1[CH2:23][CH2:22][C@H:21]1[CH2:24][O:25][C:26]1[CH:27]=[N:28][CH:29]=[C:30]([C:32]#[CH:33])[CH:31]=1)=[O:19])([CH3:16])([CH3:15])[CH3:14].C1(N=C=O)C=CC=CC=1.C(N(CC)CC)C. The catalyst is C1C=CC=CC=1.O. The product is [C:13]([O:17][C:18]([N:20]1[CH2:23][CH2:22][C@H:21]1[CH2:24][O:25][C:26]1[CH:27]=[N:28][CH:29]=[C:30]([C:32]2[O:3][N:1]=[C:4]([CH2:5][O:6][CH:7]3[CH2:12][CH2:11][CH2:10][CH2:9][O:8]3)[CH:33]=2)[CH:31]=1)=[O:19])([CH3:16])([CH3:15])[CH3:14]. The yield is 0.820. (7) The reactants are CC([Si](C)(C)[O:6][C@H:7]1[CH2:12][N:11]([CH2:13][CH2:14][N:15]2[C:24]3[C:19](=[CH:20][CH:21]=[C:22]([F:25])[CH:23]=3)[CH:18]=[CH:17][C:16]2=[O:26])[CH2:10][C@@H:9]([CH2:27][NH:28]C(=O)OC(C)(C)C)[CH2:8]1)(C)C.[ClH:38].O1CCOCC1. The catalyst is C(Cl)Cl.CO. The product is [ClH:38].[NH2:28][CH2:27][C@H:9]1[CH2:8][C@@H:7]([OH:6])[CH2:12][N:11]([CH2:13][CH2:14][N:15]2[C:24]3[C:19](=[CH:20][CH:21]=[C:22]([F:25])[CH:23]=3)[CH:18]=[CH:17][C:16]2=[O:26])[CH2:10]1. The yield is 1.00.